This data is from Cav3 T-type calcium channel HTS with 100,875 compounds. The task is: Binary Classification. Given a drug SMILES string, predict its activity (active/inactive) in a high-throughput screening assay against a specified biological target. (1) The molecule is O(c1c(cccc1C)C)CC(=O)N\N=C\c1ccc(OC(=O)/C=C\c2ccc(OC)cc2)cc1. The result is 0 (inactive). (2) The compound is Clc1ccc(NP(Oc2ccc(F)cc2)(=O)C)cc1. The result is 0 (inactive). (3) The molecule is O=C(NC1C(CCCC1)C)C1CCN(CC1)C(=O)NC1CCCCC1. The result is 0 (inactive). (4) The compound is O(c1c(C(=O)n2nc(cc2C)C)c(OC)ccc1)C. The result is 0 (inactive).